From a dataset of Forward reaction prediction with 1.9M reactions from USPTO patents (1976-2016). Predict the product of the given reaction. (1) Given the reactants [C:1]([O:5][C:6](=[O:16])[CH2:7]P(OCC)(OCC)=O)([CH3:4])([CH3:3])[CH3:2].[H-].[Na+].[CH2:19]([O:26][C:27]([C:29]1[S:30][C:31]([CH:34]=O)=[CH:32][CH:33]=1)=[O:28])[C:20]1[CH:25]=[CH:24][CH:23]=[CH:22][CH:21]=1, predict the reaction product. The product is: [C:1]([O:5][C:6](=[O:16])/[CH:7]=[CH:34]/[C:31]1[S:30][C:29]([C:27]([O:26][CH2:19][C:20]2[CH:25]=[CH:24][CH:23]=[CH:22][CH:21]=2)=[O:28])=[CH:33][CH:32]=1)([CH3:2])([CH3:3])[CH3:4]. (2) Given the reactants [F:8][C:7]([F:10])([F:9])[C:6](O[C:6](=[O:11])[C:7]([F:10])([F:9])[F:8])=[O:11].[CH2:14]([O:21][C:22]1[CH:27]=[CH:26][C:25]([CH:28]2[C:37]3[C:32](=[CH:33][C:34]([O:38][CH3:39])=[CH:35][CH:36]=3)[CH2:31][CH2:30][NH:29]2)=[CH:24][CH:23]=1)[C:15]1[CH:20]=[CH:19][CH:18]=[CH:17][CH:16]=1.CCN(CC)CC, predict the reaction product. The product is: [CH2:14]([O:21][C:22]1[CH:23]=[CH:24][C:25]([CH:28]2[C:37]3[C:32](=[CH:33][C:34]([O:38][CH3:39])=[CH:35][CH:36]=3)[CH2:31][CH2:30][N:29]2[C:6](=[O:11])[C:7]([F:8])([F:9])[F:10])=[CH:26][CH:27]=1)[C:15]1[CH:16]=[CH:17][CH:18]=[CH:19][CH:20]=1. (3) Given the reactants N[C:2]1[C:7]([F:8])=[CH:6][C:5]([CH:9]([CH3:14])[C:10]([O:12][CH3:13])=[O:11])=[C:4]([F:15])[CH:3]=1.[BrH:16].N([O-])=O.[Na+].S(=O)(=O)(O)O, predict the reaction product. The product is: [Br:16][C:2]1[C:7]([F:8])=[CH:6][C:5]([CH:9]([CH3:14])[C:10]([O:12][CH3:13])=[O:11])=[C:4]([F:15])[CH:3]=1. (4) Given the reactants C[O:2][C:3](=[O:36])[CH2:4][O:5][C:6]1[CH:11]=[CH:10][C:9]([O:12][CH2:13][C:14]#[C:15][C:16]2[CH:21]=[C:20]([C:22]#[C:23][C:24]3[CH:29]=[CH:28][C:27]([C:30]([F:33])([F:32])[F:31])=[CH:26][CH:25]=3)[CH:19]=[C:18]([Br:34])[CH:17]=2)=[CH:8][C:7]=1[CH3:35], predict the reaction product. The product is: [Br:34][C:18]1[CH:17]=[C:16]([C:15]#[C:14][CH2:13][O:12][C:9]2[CH:10]=[CH:11][C:6]([O:5][CH2:4][C:3]([OH:36])=[O:2])=[C:7]([CH3:35])[CH:8]=2)[CH:21]=[C:20]([C:22]#[C:23][C:24]2[CH:29]=[CH:28][C:27]([C:30]([F:32])([F:33])[F:31])=[CH:26][CH:25]=2)[CH:19]=1. (5) Given the reactants [OH:1][C:2]1[C:11]([CH3:12])=[C:10]2[C:5]([C:6]([CH3:26])=[C:7]([CH2:14][N:15]3[C:19](=[O:20])[C:18]4=[CH:21][CH:22]=[CH:23][CH:24]=[C:17]4[C:16]3=[O:25])[C:8](=[O:13])[O:9]2)=[CH:4][CH:3]=1.C(=O)([O-])[O-].[K+].[K+].[I-].[K+].[Cl:35][C:36]([CH2:38]Cl)=[CH2:37], predict the reaction product. The product is: [Cl:35][C:36](=[CH2:37])[CH2:38][O:1][C:2]1[C:11]([CH3:12])=[C:10]2[C:5]([C:6]([CH3:26])=[C:7]([CH2:14][N:15]3[C:16](=[O:25])[C:17]4=[CH:24][CH:23]=[CH:22][CH:21]=[C:18]4[C:19]3=[O:20])[C:8](=[O:13])[O:9]2)=[CH:4][CH:3]=1.